Dataset: Forward reaction prediction with 1.9M reactions from USPTO patents (1976-2016). Task: Predict the product of the given reaction. (1) Given the reactants [CH3:1][O:2][C:3]1[CH:8]=[CH:7][C:6]([C:9]2[CH:10]=[CH:11][C:12]([C:16]#[N:17])=[N:13][C:14]=2[CH3:15])=[CH:5][CH:4]=1.ClC1C=CC(C(F)(F)F)=CC=1[C@H]1N(C(OC(C)(C)C)=O)[C@H](C(OCC)=O)CC1.[Br:46]Br, predict the reaction product. The product is: [Br:46][C:8]1[CH:7]=[C:6]([C:9]2[CH:10]=[CH:11][C:12]([C:16]#[N:17])=[N:13][C:14]=2[CH3:15])[CH:5]=[CH:4][C:3]=1[O:2][CH3:1]. (2) Given the reactants [CH2:1]([CH:3]([C:6]1[C:11]2[N:12]([CH3:16])[C:13](=O)[NH:14][C:10]=2[CH:9]=[CH:8][CH:7]=1)[CH2:4][CH3:5])[CH3:2].P(Br)(Br)([Br:19])=O, predict the reaction product. The product is: [Br:19][C:13]1[N:12]([CH3:16])[C:11]2[C:6]([CH:3]([CH2:4][CH3:5])[CH2:1][CH3:2])=[CH:7][CH:8]=[CH:9][C:10]=2[N:14]=1. (3) Given the reactants C[O:2][C:3](=O)[CH:4]([C:26]1[CH:31]=[CH:30][CH:29]=[CH:28][C:27]=1[O:32][CH3:33])[CH2:5][C:6]1[C:7]([NH:19][C:20]2[CH:25]=[CH:24][CH:23]=[CH:22][CH:21]=2)=[N:8][C:9]([NH:12][C:13]2[CH:18]=[CH:17][CH:16]=[CH:15][CH:14]=2)=[N:10][CH:11]=1.S(=O)(=O)(O)O, predict the reaction product. The product is: [CH3:33][O:32][C:27]1[CH:28]=[CH:29][CH:30]=[CH:31][C:26]=1[CH:4]1[C:3](=[O:2])[N:19]([C:20]2[CH:25]=[CH:24][CH:23]=[CH:22][CH:21]=2)[C:7]2[N:8]=[C:9]([NH:12][C:13]3[CH:18]=[CH:17][CH:16]=[CH:15][CH:14]=3)[N:10]=[CH:11][C:6]=2[CH2:5]1. (4) Given the reactants [Cl:1][C:2]1[CH:10]=[CH:9][CH:8]=[C:7]2[C:3]=1[C:4]([C:15]([OH:17])=O)=[CH:5][N:6]2[CH2:11][CH2:12][O:13][CH3:14].[NH2:18][CH2:19][C@:20]1([OH:27])[CH2:25][CH2:24][CH2:23][C@H:22]([CH3:26])[CH2:21]1.C(Cl)CCl.N1(O)C2C=CC=CC=2N=N1.CCN(C(C)C)C(C)C, predict the reaction product. The product is: [OH:27][C@@:20]1([CH2:19][NH:18][C:15]([C:4]2[C:3]3[C:7](=[CH:8][CH:9]=[CH:10][C:2]=3[Cl:1])[N:6]([CH2:11][CH2:12][O:13][CH3:14])[CH:5]=2)=[O:17])[CH2:25][CH2:24][CH2:23][C@H:22]([CH3:26])[CH2:21]1. (5) The product is: [CH3:13][C:9]1[CH:10]=[N:11][C:12]2[C:7]([CH:8]=1)=[CH:6][CH:5]=[CH:4][C:3]=2[OH:2]. Given the reactants C[O:2][C:3]1[CH:4]=[CH:5][CH:6]=[C:7]2[C:12]=1[N:11]=[CH:10][C:9]([CH3:13])=[CH:8]2.C(=O)([O-])[O-].[Na+].[Na+], predict the reaction product. (6) Given the reactants N1C2C(=CC=CC=2)C(C=CC(N[C:15]2[CH:16]=[C:17]([CH:21]=[CH:22][CH:23]=2)[C:18](O)=[O:19])=O)=C1.C([NH2:30])C1OC=CC=1.CCN(C(C)C)C(C)C.CN(C(ON1N=NC2C=CC=NC1=2)=[N+](C)C)C.F[P-](F)(F)(F)(F)F, predict the reaction product. The product is: [C:18]([NH2:30])(=[O:19])[C:17]1[CH:21]=[CH:22][CH:23]=[CH:15][CH:16]=1.